This data is from Full USPTO retrosynthesis dataset with 1.9M reactions from patents (1976-2016). The task is: Predict the reactants needed to synthesize the given product. (1) Given the product [Cl:1][C:2]1[CH:3]=[C:4]([NH:19][C:20]2[C:30]3[CH:29]=[C:28]([C:31]([NH:34][CH2:35][CH2:36][OH:37])=[O:33])[CH2:27][CH2:26][NH:25][C:24]=3[N:23]=[CH:22][N:21]=2)[CH:5]=[CH:6][C:7]=1[O:8][C:9]1[CH:14]=[CH:13][CH:12]=[C:11]([C:15]([F:17])([F:16])[F:18])[CH:10]=1, predict the reactants needed to synthesize it. The reactants are: [Cl:1][C:2]1[CH:3]=[C:4]([NH:19][C:20]2[C:30]3[CH:29]=[C:28]([C:31]([OH:33])=O)[CH2:27][CH2:26][NH:25][C:24]=3[N:23]=[CH:22][N:21]=2)[CH:5]=[CH:6][C:7]=1[O:8][C:9]1[CH:14]=[CH:13][CH:12]=[C:11]([C:15]([F:18])([F:17])[F:16])[CH:10]=1.[NH2:34][CH2:35][CH2:36][OH:37].ON1C2C=CC=CC=2N=N1.Cl.C(N=C=NCCCN(C)C)C. (2) Given the product [CH:22]1([N:15]([CH:16]2[CH2:21][CH2:20][N:19]([C:69]([N:63]3[CH2:68][CH2:67][O:66][CH2:65][CH2:64]3)=[O:70])[CH2:18][CH2:17]2)[C:13](=[O:14])[NH:12][C:10]2[S:11][C:7]([S:6][CH2:5][C:4]([OH:3])=[O:28])=[CH:8][N:9]=2)[CH2:27][CH2:26][CH2:25][CH2:24][CH2:23]1, predict the reactants needed to synthesize it. The reactants are: C([O:3][C:4](=[O:28])[CH2:5][S:6][C:7]1[S:11][C:10]([NH:12][C:13]([N:15]([CH:22]2[CH2:27][CH2:26][CH2:25][CH2:24][CH2:23]2)[CH:16]2[CH2:21][CH2:20][NH:19][CH2:18][CH2:17]2)=[O:14])=[N:9][CH:8]=1)C.C(N1CCCCC1=O)(OC(C)(C)C)=O.C1(N)CCCCC1.C(OC(=O)CSC1SC(N)=NC=1)C.[N:63]1([C:69](Cl)=[O:70])[CH2:68][CH2:67][O:66][CH2:65][CH2:64]1.